From a dataset of Forward reaction prediction with 1.9M reactions from USPTO patents (1976-2016). Predict the product of the given reaction. (1) Given the reactants [N+:1]([C:4]1[CH:5]=[C:6]([CH2:10][C:11]([O:13]O)=[O:12])[CH:7]=[CH:8][CH:9]=1)([O-:3])=[O:2].[CH3:15]O, predict the reaction product. The product is: [N+:1]([C:4]1[CH:5]=[C:6]([CH2:10][C:11]([O:13][CH3:15])=[O:12])[CH:7]=[CH:8][CH:9]=1)([O-:3])=[O:2]. (2) Given the reactants O1C=C[CH:3]=[C:2]1C1N=C(NC(C2C=NC(C=C)=CC=2)=O)SC=1C(C1CCOCC1)=O.Cl[C:31]1[CH:40]=[CH:39][C:34]([C:35]([O:37][CH3:38])=[O:36])=[CH:33][N:32]=1.C([Sn](CCCC)(CCCC)CCCC)=C.[Cl-].[Li+].[F-].[K+], predict the reaction product. The product is: [CH:2]([C:31]1[CH:40]=[CH:39][C:34]([C:35]([O:37][CH3:38])=[O:36])=[CH:33][N:32]=1)=[CH2:3]. (3) Given the reactants [F:1][C:2]1[C:3]([CH2:25][N:26]([CH3:34])[C:27](=[O:33])[O:28][C:29]([CH3:32])([CH3:31])[CH3:30])=[CH:4][N:5]([S:14]([C:17]2[O:18][C:19]([CH:22]([OH:24])[CH3:23])=[CH:20][CH:21]=2)(=[O:16])=[O:15])[C:6]=1[C:7]1[C:8]([F:13])=[N:9][CH:10]=[CH:11][CH:12]=1.C(N(CC)CC)C.Cl, predict the reaction product. The product is: [C:22]([C:19]1[O:18][C:17]([S:14]([N:5]2[C:6]([C:7]3[C:8]([F:13])=[N:9][CH:10]=[CH:11][CH:12]=3)=[C:2]([F:1])[C:3]([CH2:25][N:26]([CH3:34])[C:27](=[O:33])[O:28][C:29]([CH3:31])([CH3:30])[CH3:32])=[CH:4]2)(=[O:15])=[O:16])=[CH:21][CH:20]=1)(=[O:24])[CH3:23].